Task: Predict which catalyst facilitates the given reaction.. Dataset: Catalyst prediction with 721,799 reactions and 888 catalyst types from USPTO (1) Reactant: FC1C=CC(OC)=C([N+]([O-])=O)C=1F.[CH:14]1[CH:19]=[C:18]([NH2:20])[C:17]([NH:21][C:22](C2C=CC(N)=CC=2)=[O:23])=[CH:16][CH:15]=1.C1N=CN(C(N2C=NC=C2)=O)C=1. Product: [NH:20]1[C:18]2[CH:19]=[CH:14][CH:15]=[CH:16][C:17]=2[NH:21][C:22]1=[O:23]. The catalyst class is: 770. (2) Product: [C:30]1([C:29]2[CH:28]=[CH:51][CH:52]=[CH:47][CH:48]=2)[CH:31]=[CH:32][CH:33]=[CH:34][CH:35]=1. The catalyst class is: 843. Reactant: C(O[C:33]1[CH:34]=[CH:35][C:30]([C@@H:29](O)[CH2:28]N([CH2:28][CH2:29][C:30]2[CH:35]=[CH:34][C:33](Br)=[CH:32][CH:31]=2)C(=O)OCC2C=CC=CC=2)=[CH:31][C:32]=1NS(C)(=O)=O)C1C=CC=CC=1.C(O[C:47]1[CH:48]=C(B(O)O)C=[CH:51][C:52]=1C(=O)NS(C)(=O)=O)(C)C.C(=O)([O-])[O-].[Na+].[Na+].Cl. (3) Reactant: Cl[C:2]1[CH:3]=[C:4]([C:9]2[N:13]3[C:14]4[N:22]=[C:21]([O:23][CH3:24])[CH:20]=[CH:19][C:15]=4[N:16]=[C:17]([CH3:18])[C:12]3=[C:11]([CH3:25])[N:10]=2)[CH:5]=[C:6](Cl)[CH:7]=1.[C:26]1([C:26]2[CH:31]=[CH:30][CH:29]=[CH:28][CH:27]=2)[CH:31]=[CH:30][CH:29]=[C:28](B(O)O)[CH:27]=1.C([O-])([O-])=O.[K+].[K+]. Product: [C:6]1([C:26]2[CH:31]=[CH:30][CH:29]=[CH:28][CH:27]=2)[CH:7]=[CH:2][CH:3]=[C:4]([C:9]2[N:13]3[C:14]4[N:22]=[C:21]([O:23][CH3:24])[CH:20]=[CH:19][C:15]=4[N:16]=[C:17]([CH3:18])[C:12]3=[C:11]([CH3:25])[N:10]=2)[CH:5]=1. The catalyst class is: 73. (4) Reactant: C(OC([NH:8][CH2:9][CH2:10][N:11]1[CH:15]=[C:14]([N:16]2[C:24]3[C:19](=[CH:20][CH:21]=[C:22]([Cl:26])[C:23]=3[F:25])[C:18]([S:27][C:28]3[C:29]([F:39])=[C:30]([CH:36]=[CH:37][CH:38]=3)[C:31]([O:33][CH2:34][CH3:35])=[O:32])=[C:17]2[CH:40]2[CH2:42][CH2:41]2)[CH:13]=[N:12]1)=O)(C)(C)C. Product: [NH2:8][CH2:9][CH2:10][N:11]1[CH:15]=[C:14]([N:16]2[C:24]3[C:19](=[CH:20][CH:21]=[C:22]([Cl:26])[C:23]=3[F:25])[C:18]([S:27][C:28]3[C:29]([F:39])=[C:30]([CH:36]=[CH:37][CH:38]=3)[C:31]([O:33][CH2:34][CH3:35])=[O:32])=[C:17]2[CH:40]2[CH2:42][CH2:41]2)[CH:13]=[N:12]1. The catalyst class is: 89. (5) Reactant: C1(C(=[N:14][CH:15]([C:21]2[CH:22]=[N:23][N:24]([CH3:26])[CH:25]=2)[C:16]([O:18][CH2:19][CH3:20])=[O:17])C2C=CC=CC=2)C=CC=CC=1.Cl. Product: [NH2:14][CH:15]([C:21]1[CH:22]=[N:23][N:24]([CH3:26])[CH:25]=1)[C:16]([O:18][CH2:19][CH3:20])=[O:17]. The catalyst class is: 12. (6) Reactant: Br[C:2]1[CH:7]=[CH:6][N:5]2[CH:8]=[C:9]([C:11]3[CH:16]=[CH:15][C:14]([N:17]4[CH2:22][CH2:21][O:20][CH2:19][CH2:18]4)=[CH:13][CH:12]=3)[N:10]=[C:4]2[CH:3]=1.Cl.[F:24][CH2:25][CH2:26][NH2:27].C([O-])([O-])=O.[Cs+].[Cs+].C(Cl)(Cl)Cl.CC1(C)C2C(=C(P(C3C=CC=CC=3)C3C=CC=CC=3)C=CC=2)OC2C(P(C3C=CC=CC=3)C3C=CC=CC=3)=CC=CC1=2. Product: [F:24][CH2:25][CH2:26][NH:27][C:2]1[CH:7]=[CH:6][N:5]2[CH:8]=[C:9]([C:11]3[CH:16]=[CH:15][C:14]([N:17]4[CH2:22][CH2:21][O:20][CH2:19][CH2:18]4)=[CH:13][CH:12]=3)[N:10]=[C:4]2[CH:3]=1. The catalyst class is: 102. (7) Reactant: C([N:8]1[CH:14]2[CH2:15][CH2:16][CH2:17][CH:9]1[CH2:10][N:11]([C:18]([O:20][C:21]([CH3:24])([CH3:23])[CH3:22])=[O:19])[CH2:12][CH2:13]2)C1C=CC=CC=1. Product: [C:18]([N:11]1[CH2:12][CH2:13][CH:14]2[NH:8][CH:9]([CH2:17][CH2:16][CH2:15]2)[CH2:10]1)([O:20][C:21]([CH3:24])([CH3:23])[CH3:22])=[O:19]. The catalyst class is: 50.